Predict which catalyst facilitates the given reaction. From a dataset of Catalyst prediction with 721,799 reactions and 888 catalyst types from USPTO. Reactant: Cl[C:2]1[S:6][N:5]=[C:4]([C:7]2[CH:11]=[CH:10][S:9][CH:8]=2)[N:3]=1.[N:12]1([C:18]([O:20][C:21]([CH3:24])([CH3:23])[CH3:22])=[O:19])[CH2:17][CH2:16][NH:15][CH2:14][CH2:13]1.C(N(CC)CC)C.O. Product: [S:9]1[CH:10]=[CH:11][C:7]([C:4]2[N:3]=[C:2]([N:15]3[CH2:14][CH2:13][N:12]([C:18]([O:20][C:21]([CH3:24])([CH3:23])[CH3:22])=[O:19])[CH2:17][CH2:16]3)[S:6][N:5]=2)=[CH:8]1. The catalyst class is: 9.